This data is from Full USPTO retrosynthesis dataset with 1.9M reactions from patents (1976-2016). The task is: Predict the reactants needed to synthesize the given product. (1) Given the product [Cl:7][C:8]1[CH:13]=[CH:12][CH:11]=[CH:10][C:9]=1[N:14]([C:1]#[N:2])[C:15]([NH:16][C:17]1[CH:22]=[CH:21][C:20]([Cl:23])=[C:19]([S:24]([N:27]([CH3:28])[CH3:29])(=[O:25])=[O:26])[CH:18]=1)=[NH:38], predict the reactants needed to synthesize it. The reactants are: [C:1](NC(N)=N)#[N:2].[Cl:7][C:8]1[CH:13]=[CH:12][CH:11]=[CH:10][C:9]=1[N:14]=[C:15]=[N:16][C:17]1[CH:22]=[CH:21][C:20]([Cl:23])=[C:19]([S:24]([N:27]([CH3:29])[CH3:28])(=[O:26])=[O:25])[C:18]=1O[Si](C(C)(C)C)(C)C.[N:38]#CN.C(N(CC)C(C)C)(C)C.[F-].[Cs+]. (2) Given the product [F:5][C:6]1[CH:11]=[CH:10][C:9]([C:12]2[N:17]=[CH:16][N:15]=[C:14]([NH:18][C:19]3[CH:20]=[C:21]([CH:22]=[CH:23][CH:24]=3)[CH2:25][S:26]([CH3:29])(=[O:27])=[N:28][C:2]([NH:1][CH3:4])=[O:3])[N:13]=2)=[C:8]([O:30][CH3:31])[CH:7]=1, predict the reactants needed to synthesize it. The reactants are: [N:1]([CH3:4])=[C:2]=[O:3].[F:5][C:6]1[CH:11]=[CH:10][C:9]([C:12]2[N:17]=[CH:16][N:15]=[C:14]([NH:18][C:19]3[CH:24]=[CH:23][CH:22]=[C:21]([CH2:25][S:26]([CH3:29])(=[NH:28])=[O:27])[CH:20]=3)[N:13]=2)=[C:8]([O:30][CH3:31])[CH:7]=1.C(N(CC)CC)C. (3) The reactants are: C[O-].[Na+].C(O)(=O)C.[CH:8]([NH2:10])=[NH:9].[CH3:11][CH:12]([CH2:22][C:23]([O:25][CH3:26])=[O:24])[CH:13]([C:18](OC)=[O:19])[C:14](OC)=[O:15]. Given the product [OH:19][C:18]1[C:13]([CH:12]([CH3:11])[CH2:22][C:23]([O:25][CH3:26])=[O:24])=[C:14]([OH:15])[N:10]=[CH:8][N:9]=1, predict the reactants needed to synthesize it. (4) Given the product [CH2:12]([O:19][C:20](=[O:55])[NH:21][C:22]1[CH:23]=[C:24]([C:47]([C:49]2[CH:50]=[N:51][CH:52]=[CH:53][CH:54]=2)=[O:48])[CH:25]=[C:26]([C:28]2[CH:36]=[CH:35][CH:34]=[C:33]3[C:29]=2[CH:30]=[CH:31][NH:32]3)[CH:27]=1)[C:13]1[CH:18]=[CH:17][CH:16]=[CH:15][CH:14]=1, predict the reactants needed to synthesize it. The reactants are: C(OC(=O)N)C1C=CC=CC=1.[CH2:12]([O:19][C:20](=[O:55])[NH:21][C:22]1[CH:27]=[C:26]([C:28]2[CH:36]=[CH:35][CH:34]=[C:33]3[C:29]=2[CH:30]=[CH:31][N:32]3[Si](C(C)C)(C(C)C)C(C)C)[CH:25]=[C:24]([C:47]([C:49]2[CH:50]=[N:51][CH:52]=[CH:53][CH:54]=2)=[O:48])[CH:23]=1)[C:13]1[CH:18]=[CH:17][CH:16]=[CH:15][CH:14]=1.